This data is from Forward reaction prediction with 1.9M reactions from USPTO patents (1976-2016). The task is: Predict the product of the given reaction. (1) Given the reactants [Cl:1][C:2]1[CH:10]=[C:9]([Cl:11])[CH:8]=[C:7]([Cl:12])[C:3]=1[C:4](Cl)=[O:5].Cl.[CH3:14][O:15][C:16]1[CH:17]=[C:18]([C:24]2[CH:25](C)[CH2:26][C:27](=[O:36])[N:28]([CH:30]3[CH2:35][CH2:34][NH:33][CH2:32][CH2:31]3)[N:29]=2)[CH:19]=[CH:20][C:21]=1[O:22][CH3:23].C(N1CCC(N2C(=O)CC(C)C(C3C=CC(OC)=C(OC)C=3)=N2)CC1)(=O)C, predict the reaction product. The product is: [CH3:14][O:15][C:16]1[CH:17]=[C:18]([C:24]2[CH2:25][CH2:26][C:27](=[O:36])[N:28]([CH:30]3[CH2:31][CH2:32][N:33]([C:4]([C:3]4[C:2]([Cl:1])=[CH:10][C:9]([Cl:11])=[CH:8][C:7]=4[Cl:12])=[O:5])[CH2:34][CH2:35]3)[N:29]=2)[CH:19]=[CH:20][C:21]=1[O:22][CH3:23]. (2) Given the reactants [CH2:1]([N:4]1[C@H:9]([CH3:10])[CH2:8][N:7]([C@H:11]([C:19]2[CH:20]=[N:21][CH:22]=[CH:23][CH:24]=2)[C:12]2[CH:13]=[C:14]([OH:18])[CH:15]=[CH:16][CH:17]=2)[C@@H:6]([CH3:25])[CH2:5]1)[CH:2]=[CH2:3].C(N(CC)CC)C.C1C=CC(N([S:40]([C:43]([F:46])([F:45])[F:44])(=[O:42])=[O:41])[S:40]([C:43]([F:46])([F:45])[F:44])(=[O:42])=[O:41])=CC=1, predict the reaction product. The product is: [F:44][C:43]([F:46])([F:45])[S:40]([O:18][C:14]1[CH:15]=[CH:16][CH:17]=[C:12]([C@H:11]([N:7]2[CH2:8][C@@H:9]([CH3:10])[N:4]([CH2:1][CH:2]=[CH2:3])[CH2:5][C@@H:6]2[CH3:25])[C:19]2[CH:20]=[N:21][CH:22]=[CH:23][CH:24]=2)[CH:13]=1)(=[O:42])=[O:41]. (3) Given the reactants [CH:1]1([N:7]2[C:12](=[O:13])[C:11]([C:14]([NH:16][CH2:17][C:18]([O:20]CC)=[O:19])=[O:15])=[C:10]([OH:23])[C:9]([C:24]([O:26]C)=O)=[C:8]2[OH:28])[CH2:6][CH2:5][CH2:4][CH2:3][CH2:2]1.[CH2:29]([NH2:31])[CH3:30].[OH-].[Na+].Cl, predict the reaction product. The product is: [CH:1]1([N:7]2[C:8]([OH:28])=[C:9]([C:24]([NH:31][CH2:29][CH3:30])=[O:26])[C:10]([OH:23])=[C:11]([C:14]([NH:16][CH2:17][C:18]([OH:20])=[O:19])=[O:15])[C:12]2=[O:13])[CH2:2][CH2:3][CH2:4][CH2:5][CH2:6]1. (4) Given the reactants [F:1][C:2]([C:5]1[CH:6]=[C:7]([CH:11]=[CH:12][N:13]=1)C(O)=O)([F:4])[CH3:3].C1(P([N:28]=[N+]=[N-])(C2C=CC=CC=2)=O)C=CC=CC=1.[C:31]([OH:35])([CH3:34])([CH3:33])[CH3:32].[O:36]1[CH2:41]COCC1, predict the reaction product. The product is: [C:31]([O:35][C:41](=[O:36])[NH:28][C:7]1[CH:11]=[CH:12][N:13]=[C:5]([C:2]([F:1])([F:4])[CH3:3])[CH:6]=1)([CH3:34])([CH3:33])[CH3:32]. (5) Given the reactants [N+:1]([C:4]1[CH:5]=[CH:6][C:7](Cl)=[N:8][CH:9]=1)([O-:3])=[O:2].[NH:11]1[CH2:16][CH2:15][CH:14]([C:17]([NH2:19])=[O:18])[CH2:13][CH2:12]1.C(=O)([O-])[O-].[K+].[K+], predict the reaction product. The product is: [N+:1]([C:4]1[CH:5]=[CH:6][C:7]([N:11]2[CH2:16][CH2:15][CH:14]([C:17]([NH2:19])=[O:18])[CH2:13][CH2:12]2)=[N:8][CH:9]=1)([O-:3])=[O:2]. (6) Given the reactants [CH3:1][S:2]([NH:5][C:6]1[CH:19]=[CH:18][C:9]2[S:10][C:11]([C:13]([O:15]CC)=[O:14])=[CH:12][C:8]=2[CH:7]=1)(=[O:4])=[O:3].O[Li].O, predict the reaction product. The product is: [CH3:1][S:2]([NH:5][C:6]1[CH:19]=[CH:18][C:9]2[S:10][C:11]([C:13]([OH:15])=[O:14])=[CH:12][C:8]=2[CH:7]=1)(=[O:3])=[O:4]. (7) Given the reactants [CH2:1]([O:3][C:4]([C@H:6]1[CH2:10][CH2:9][C:8]([C:11]2[CH:16]=[CH:15][C:14]([F:17])=[C:13]([F:18])[CH:12]=2)=[N:7]1)=[O:5])[CH3:2], predict the reaction product. The product is: [CH2:1]([O:3][C:4]([C@H:6]1[CH2:10][CH2:9][C@@H:8]([C:11]2[CH:16]=[CH:15][C:14]([F:17])=[C:13]([F:18])[CH:12]=2)[NH:7]1)=[O:5])[CH3:2]. (8) Given the reactants [NH2:1][C:2]1[NH:6][N:5]=[C:4]([C:7]2[CH:12]=[CH:11][C:10]([CH3:13])=[CH:9][CH:8]=2)[CH:3]=1.[C:14]([Cl:20])(=O)[CH2:15][C:16]([Cl:18])=O, predict the reaction product. The product is: [Cl:18][C:16]1[CH:15]=[C:14]([Cl:20])[N:6]2[N:5]=[C:4]([C:7]3[CH:12]=[CH:11][C:10]([CH3:13])=[CH:9][CH:8]=3)[CH:3]=[C:2]2[N:1]=1. (9) Given the reactants [CH3:1][C:2]([CH3:23])([CH3:22])[CH2:3][NH:4][C:5]1[C:10]([N+:11]([O-:13])=[O:12])=[CH:9][CH:8]=[C:7]([C:14]#[C:15][C:16]2[CH:21]=[CH:20][CH:19]=[CH:18][CH:17]=2)[N:6]=1.C([O-])(O)=[O:25].[Na+].[O-]S([O-])(=O)=O.[Mg+2].[O-][Mn](=O)(=O)=O.[K+].[O-]S([O-])=O.[Na+].[Na+].[OH2:47], predict the reaction product. The product is: [CH3:1][C:2]([CH3:23])([CH3:22])[CH2:3][NH:4][C:5]1[N:6]=[C:7]([C:14](=[O:25])[C:15]([C:16]2[CH:17]=[CH:18][CH:19]=[CH:20][CH:21]=2)=[O:47])[CH:8]=[CH:9][C:10]=1[N+:11]([O-:13])=[O:12].